This data is from Catalyst prediction with 721,799 reactions and 888 catalyst types from USPTO. The task is: Predict which catalyst facilitates the given reaction. Reactant: [NH2:1][C:2]1[CH:24]=[CH:23][C:5]([CH2:6][C:7]2[N:17]([CH2:18][C:19]([CH3:22])([CH3:21])[CH3:20])[C:10]3[N:11]=[C:12]([C:15]#[N:16])[N:13]=[CH:14][C:9]=3[CH:8]=2)=[CH:4][CH:3]=1.[C:25]1(=[O:31])[O:30][C:28](=[O:29])[CH2:27][CH2:26]1. Product: [C:15]([C:12]1[N:13]=[CH:14][C:9]2[CH:8]=[C:7]([CH2:6][C:5]3[CH:4]=[CH:3][C:2]([NH:1][C:25](=[O:31])[CH2:26][CH2:27][C:28]([OH:30])=[O:29])=[CH:24][CH:23]=3)[N:17]([CH2:18][C:19]([CH3:21])([CH3:20])[CH3:22])[C:10]=2[N:11]=1)#[N:16]. The catalyst class is: 1.